The task is: Predict the reactants needed to synthesize the given product.. This data is from Full USPTO retrosynthesis dataset with 1.9M reactions from patents (1976-2016). (1) Given the product [C:1]12([NH:6][C:7]([C:9]3[CH:14]=[C:13]([O:27][CH2:28][C@H:29]4[CH2:31][C@H:30]4[C:32]#[N:33])[N:12]=[C:11]([Cl:16])[N:10]=3)=[O:8])[CH2:5][CH:3]([CH2:4]1)[CH2:2]2, predict the reactants needed to synthesize it. The reactants are: [C:1]12([NH:6][C:7]([C:9]3[CH:14]=[C:13](Cl)[N:12]=[C:11]([Cl:16])[N:10]=3)=[O:8])[CH2:5][CH:3]([CH2:4]1)[CH2:2]2.C[Si]([N-][Si](C)(C)C)(C)C.[K+].[OH:27][CH2:28][C@H:29]1[CH2:31][C@H:30]1[C:32]#[N:33].CC(O)=O. (2) Given the product [Br:1][C:2]1[C:3]([CH3:11])=[C:4]([CH2:9][NH:10][C:13]2[C:14]3[C:15](=[N:19][N:20]([CH2:22][C:23]4[CH:24]=[CH:25][C:26]([CH2:29][N:30]5[CH:34]=[CH:33][CH:32]=[N:31]5)=[CH:27][CH:28]=4)[CH:21]=3)[N:16]=[CH:17][N:18]=2)[C:5]([CH3:8])=[CH:6][CH:7]=1, predict the reactants needed to synthesize it. The reactants are: [Br:1][C:2]1[C:3]([CH3:11])=[C:4]([CH2:9][NH2:10])[C:5]([CH3:8])=[CH:6][CH:7]=1.Cl[C:13]1[C:14]2[C:15](=[N:19][N:20]([CH2:22][C:23]3[CH:28]=[CH:27][C:26]([CH2:29][N:30]4[CH:34]=[CH:33][CH:32]=[N:31]4)=[CH:25][CH:24]=3)[CH:21]=2)[N:16]=[CH:17][N:18]=1.CCN(C(C)C)C(C)C. (3) Given the product [CH3:13][O:10][C:9]([C:3]1[C:2]([F:1])=[CH:7][C:6]([F:8])=[CH:5][N:4]=1)=[O:11], predict the reactants needed to synthesize it. The reactants are: [F:1][C:2]1[C:3]([C:9]([OH:11])=[O:10])=[N:4][CH:5]=[C:6]([F:8])[CH:7]=1.Cl.[CH3:13]O. (4) Given the product [NH2:25][C:16](=[O:18])[C@H:9]([NH:8][C:1](=[O:2])[O:3][C:4]([CH3:7])([CH3:6])[CH3:5])[CH2:10][C:11]1[S:12][CH:13]=[CH:14][CH:15]=1, predict the reactants needed to synthesize it. The reactants are: [C:1]([NH:8][C@@H:9]([C:16]([OH:18])=O)[CH2:10][C:11]1[S:12][CH:13]=[CH:14][CH:15]=1)([O:3][C:4]([CH3:7])([CH3:6])[CH3:5])=[O:2].C1C=C2[N:25]=NN(O)C2=CC=1.O.C(Cl)CCl.[NH4+].[OH-].